From a dataset of Full USPTO retrosynthesis dataset with 1.9M reactions from patents (1976-2016). Predict the reactants needed to synthesize the given product. (1) Given the product [CH2:1]([O:3][C:4]([CH:6]1[CH2:8][CH:7]1[CH2:9][C:11]1[N:19]2[C:14]([C:15]([NH2:20])=[N:16][CH:17]=[N:18]2)=[CH:13][CH:12]=1)=[O:5])[CH3:2], predict the reactants needed to synthesize it. The reactants are: [CH2:1]([O:3][C:4]([CH:6]1[CH2:8][CH:7]1[CH:9]([C:11]1[N:19]2[C:14]([C:15]([NH2:20])=[N:16][CH:17]=[N:18]2)=[CH:13][CH:12]=1)O)=[O:5])[CH3:2].C([SiH](CC)CC)C.C(O)(C(F)(F)F)=O.C(=O)([O-])[O-].[Na+].[Na+]. (2) The reactants are: C[O:2][C:3]([C:5]1[CH:10]=[C:9]([C:11]([OH:26])([C:22]([F:25])([F:24])[F:23])[CH:12]([C:14]2[CH:19]=[CH:18][C:17]([F:20])=[CH:16][C:15]=2[Cl:21])[CH3:13])[CH:8]=[CH:7][N:6]=1)=[O:4]. Given the product [Cl:21][C:15]1[CH:16]=[C:17]([F:20])[CH:18]=[CH:19][C:14]=1[CH:12]([CH3:13])[C:11]([C:9]1[CH:8]=[CH:7][N:6]=[C:5]([C:3]([OH:4])=[O:2])[CH:10]=1)([OH:26])[C:22]([F:23])([F:24])[F:25], predict the reactants needed to synthesize it.